The task is: Predict the reaction yield, written as a fraction of the theoretical maximum amount of product (1.0 means a 100% yield; for example, 0.34 means a 34% yield).. This data is from Reaction yield outcomes from USPTO patents with 853,638 reactions. (1) The reactants are [Cl-].[CH3:2][O:3]C[P+](C1C=CC=CC=1)(C1C=CC=CC=1)C1C=CC=CC=1.C[Si]([N-][Si](C)(C)C)(C)C.[Na+].[CH3:34][O:35][C:36]1[CH:43]=[CH:42][C:39]([CH:40]=O)=[CH:38][C:37]=1[C:44]([F:47])([F:46])[F:45]. The catalyst is C1COCC1. The product is [CH3:34][O:35][C:36]1[CH:43]=[CH:42][C:39]([CH2:40][CH:2]=[O:3])=[CH:38][C:37]=1[C:44]([F:47])([F:46])[F:45]. The yield is 0.830. (2) The product is [NH2:1][C:2]1[C:7]2=[C:8]([C:16]3[CH:21]=[CH:20][C:19]([N+:22]([O-:24])=[O:23])=[CH:18][CH:17]=3)[C:9]([C:11]([O:13][CH2:14][CH3:15])=[O:12])=[C:10]([Br:25])[N:6]2[N:5]=[CH:4][N:3]=1. The reactants are [NH2:1][C:2]1[C:7]2=[C:8]([C:16]3[CH:21]=[CH:20][C:19]([N+:22]([O-:24])=[O:23])=[CH:18][CH:17]=3)[C:9]([C:11]([O:13][CH2:14][CH3:15])=[O:12])=[CH:10][N:6]2[N:5]=[CH:4][N:3]=1.[Br:25]N1C(=O)CCC1=O. The yield is 0.830. The catalyst is C(#N)C. (3) The reactants are [Br:1][C:2]1[CH:3]=[C:4]([N+:9]([O-:11])=[O:10])[C:5]([OH:8])=[N:6][CH:7]=1.C([O-])([O-])=O.[K+].[K+].[CH2:18](Br)[C:19]1[CH:24]=[CH:23][CH:22]=[CH:21][CH:20]=1.O. The catalyst is CN(C=O)C. The product is [CH2:18]([N:6]1[CH:7]=[C:2]([Br:1])[CH:3]=[C:4]([N+:9]([O-:11])=[O:10])[C:5]1=[O:8])[C:19]1[CH:24]=[CH:23][CH:22]=[CH:21][CH:20]=1. The yield is 0.790. (4) The reactants are [F:1][C:2]1[CH:7]=[C:6]([Si:8]([CH3:11])([CH3:10])[CH3:9])[CH:5]=[CH:4][C:3]=1[N+:12]([O-])=O. The catalyst is C(O)C. The product is [F:1][C:2]1[CH:7]=[C:6]([Si:8]([CH3:10])([CH3:9])[CH3:11])[CH:5]=[CH:4][C:3]=1[NH2:12]. The yield is 0.920. (5) The reactants are [CH2:1]1[CH2:10][O:9][C:8]2[CH:7]=[CH:6][C:5]([NH:11][C:12]3[C:17]([F:18])=[CH:16][N:15]=[C:14]([NH:19][C:20]4[CH:25]=[CH:24][CH:23]=[C:22](O)[CH:21]=4)[N:13]=3)=[CH:4][C:3]=2[O:2]1.ClC1N=C(NC2C=CC3OCCOC=3C=2)C(F)=CN=1.[CH2:46]([N:53]1[CH2:58][CH2:57][N:56](C2C=CC(N)=CC=2)[CH2:55][CH2:54]1)[C:47]1[CH:52]=[CH:51][CH:50]=[CH:49][CH:48]=1. No catalyst specified. The product is [CH2:46]([N:53]1[CH2:58][CH2:57][N:56]([C:23]2[CH:22]=[CH:21][C:20]([NH:19][C:14]3[N:13]=[C:12]([NH:11][C:5]4[CH:6]=[CH:7][C:8]5[O:9][CH2:10][CH2:1][O:2][C:3]=5[CH:4]=4)[C:17]([F:18])=[CH:16][N:15]=3)=[CH:25][CH:24]=2)[CH2:55][CH2:54]1)[C:47]1[CH:48]=[CH:49][CH:50]=[CH:51][CH:52]=1. The yield is 0.330. (6) The reactants are [NH2:1][C:2]1[CH:3]=[C:4]([CH:20]=[CH:21][C:22]=1[O:23][CH:24]1[CH2:26][CH2:25]1)[C:5]([NH:7][C:8]1[CH:13]=[CH:12][C:11]([C:14]2[CH:19]=[CH:18][CH:17]=[CH:16][CH:15]=2)=[CH:10][CH:9]=1)=[O:6].Cl.[CH3:28][N:29]1[CH2:34][CH2:33][N:32]([C:35]2([C:38](O)=[O:39])[CH2:37][CH2:36]2)[CH2:31][CH2:30]1.C1CN([P+](ON2N=NC3C=CC=CC2=3)(N2CCCC2)N2CCCC2)CC1.F[P-](F)(F)(F)(F)F.C(N(C(C)C)C(C)C)C. The catalyst is CN(C=O)C.O. The product is [C:11]1([C:14]2[CH:19]=[CH:18][CH:17]=[CH:16][CH:15]=2)[CH:10]=[CH:9][C:8]([NH:7][C:5](=[O:6])[C:4]2[CH:20]=[CH:21][C:22]([O:23][CH:24]3[CH2:25][CH2:26]3)=[C:2]([NH:1][C:38]([C:35]3([N:32]4[CH2:31][CH2:30][N:29]([CH3:28])[CH2:34][CH2:33]4)[CH2:37][CH2:36]3)=[O:39])[CH:3]=2)=[CH:13][CH:12]=1. The yield is 0.190. (7) The reactants are [NH:1]([C:8]1[N:17]=[CH:16][C:15]2[CH2:14][CH2:13][C:12]3[C:18]([C:22]([OH:24])=O)=[N:19][N:20]([CH3:21])[C:11]=3[C:10]=2[N:9]=1)[C:2]1[CH:7]=[CH:6][CH:5]=[CH:4][CH:3]=1.[OH:25][N:26]1C2C=CC=CC=2N=N1.CN1CCOCC1.Cl.CN(C)CCCN=C=NCC.C1(C(NO)(C2C=CC=CC=2)C2C=CC=CC=2)C=CC=CC=1. The catalyst is CN(C)C=O. The product is [NH:1]([C:8]1[N:17]=[CH:16][C:15]2[CH2:14][CH2:13][C:12]3[C:18]([C:22]([NH:26][OH:25])=[O:24])=[N:19][N:20]([CH3:21])[C:11]=3[C:10]=2[N:9]=1)[C:2]1[CH:7]=[CH:6][CH:5]=[CH:4][CH:3]=1. The yield is 0.660. (8) The reactants are [OH:1][C:2]1[CH:7]=[CH:6][N:5]2[CH:8]=[C:9]([C:11]([NH:13][CH:14]3[CH2:19][CH2:18][N:17]([C:20]([O:22][C:23]([CH3:26])([CH3:25])[CH3:24])=[O:21])[CH2:16][CH2:15]3)=[O:12])[N:10]=[C:4]2[CH:3]=1.N(C(OC(C)C)=O)=NC(OC(C)C)=O.[F:41][C:42]([F:57])([F:56])[C:43]1[CH:48]=[CH:47][C:46]([N:49]2[CH2:54][CH2:53][CH:52](O)[CH2:51][CH2:50]2)=[CH:45][CH:44]=1.C1(P(C2C=CC=CC=2)C2C=CC=CC=2)C=CC=CC=1. The catalyst is C1(C)C=CC=CC=1. The product is [F:57][C:42]([F:41])([F:56])[C:43]1[CH:44]=[CH:45][C:46]([N:49]2[CH2:54][CH2:53][CH:52]([O:1][C:2]3[CH:7]=[CH:6][N:5]4[CH:8]=[C:9]([C:11]([NH:13][CH:14]5[CH2:15][CH2:16][N:17]([C:20]([O:22][C:23]([CH3:26])([CH3:25])[CH3:24])=[O:21])[CH2:18][CH2:19]5)=[O:12])[N:10]=[C:4]4[CH:3]=3)[CH2:51][CH2:50]2)=[CH:47][CH:48]=1. The yield is 0.440. (9) The reactants are [C:1]1([C:13]2[C:14](=[O:28])[NH:15][C:16](=S)[C:17]=2[C:18]2[C:26]3[C:21](=[CH:22][CH:23]=[CH:24][CH:25]=3)[NH:20][CH:19]=2)[C:11]2=[C:12]3[C:7](=[CH:8][CH:9]=[CH:10]2)[CH2:6][CH2:5][CH2:4][N:3]3[CH:2]=1. The catalyst is CO.[Ni]. The product is [C:1]1([C:13]2[C:14](=[O:28])[NH:15][CH2:16][C:17]=2[C:18]2[C:26]3[C:21](=[CH:22][CH:23]=[CH:24][CH:25]=3)[NH:20][CH:19]=2)[C:11]2=[C:12]3[C:7](=[CH:8][CH:9]=[CH:10]2)[CH2:6][CH2:5][CH2:4][N:3]3[CH:2]=1. The yield is 0.510. (10) The reactants are [OH:1][C:2]1[CH:7]=[CH:6][CH:5]=[CH:4][C:3]=1[CH:8]1[CH2:13][CH2:12][N:11]([CH2:14][CH2:15][C:16]([C:28]2[CH:33]=[CH:32][CH:31]=[CH:30][CH:29]=2)([C:22]2[CH:27]=[CH:26][CH:25]=[CH:24][CH:23]=2)[C:17]([N:19]([CH3:21])[CH3:20])=[O:18])[CH2:10][CH2:9]1.[C:34]([O:37][CH2:38][CH2:39]Br)(=[O:36])[CH3:35].C(=O)([O-])[O-].[K+].[K+].[I-].[K+]. The catalyst is CN(C)C=O.O. The product is [C:34]([O:37][CH2:38][CH2:39][O:1][C:2]1[CH:7]=[CH:6][CH:5]=[CH:4][C:3]=1[CH:8]1[CH2:9][CH2:10][N:11]([CH2:14][CH2:15][C:16]([C:28]2[CH:29]=[CH:30][CH:31]=[CH:32][CH:33]=2)([C:22]2[CH:27]=[CH:26][CH:25]=[CH:24][CH:23]=2)[C:17]([N:19]([CH3:20])[CH3:21])=[O:18])[CH2:12][CH2:13]1)(=[O:36])[CH3:35]. The yield is 0.216.